This data is from Forward reaction prediction with 1.9M reactions from USPTO patents (1976-2016). The task is: Predict the product of the given reaction. Given the reactants [CH3:1][O:2][C:3]1[CH:4]=[C:5]([CH:10]=[O:11])[CH:6]=[CH:7][C:8]=1[OH:9].[CH2:12](Br)[C:13]1[CH:18]=[CH:17][CH:16]=[CH:15][CH:14]=1.C(=O)([O-])[O-].[K+].[K+].CN(C)C=O, predict the reaction product. The product is: [CH2:12]([O:9][C:8]1[CH:7]=[CH:6][C:5]([CH:10]=[O:11])=[CH:4][C:3]=1[O:2][CH3:1])[C:13]1[CH:18]=[CH:17][CH:16]=[CH:15][CH:14]=1.